The task is: Predict the reactants needed to synthesize the given product.. This data is from Full USPTO retrosynthesis dataset with 1.9M reactions from patents (1976-2016). (1) Given the product [C:1]([O:5][C@@H:6]([C:11]1[C:26]([CH3:27])=[CH:25][C:14]2[N:15]=[C:16]([C:18]3[CH:23]=[CH:22][N:21]=[C:20]([N:42]4[CH2:43][CH2:44][N:39]([CH:37]5[CH2:38][O:35][CH2:36]5)[CH2:40][CH2:41]4)[N:19]=3)[S:17][C:13]=2[C:12]=1[C:28]1[CH:29]=[CH:30][C:31]([Cl:34])=[CH:32][CH:33]=1)[C:7]([O:9][CH3:10])=[O:8])([CH3:4])([CH3:3])[CH3:2], predict the reactants needed to synthesize it. The reactants are: [C:1]([O:5][C@@H:6]([C:11]1[C:26]([CH3:27])=[CH:25][C:14]2[N:15]=[C:16]([C:18]3[CH:23]=[CH:22][N:21]=[C:20](Cl)[N:19]=3)[S:17][C:13]=2[C:12]=1[C:28]1[CH:33]=[CH:32][C:31]([Cl:34])=[CH:30][CH:29]=1)[C:7]([O:9][CH3:10])=[O:8])([CH3:4])([CH3:3])[CH3:2].[O:35]1[CH2:38][CH:37]([N:39]2[CH2:44][CH2:43][NH:42][CH2:41][CH2:40]2)[CH2:36]1. (2) Given the product [Br:1][C:2]1[C:3]([O:12][CH3:11])=[CH:4][CH:5]=[C:6]([CH:9]=1)[CH:7]=[O:8], predict the reactants needed to synthesize it. The reactants are: [Br:1][C:2]1[CH:9]=[C:6]([CH:7]=[O:8])[C:5](O)=[CH:4][CH:3]=1.[C:11](=O)([O-])[O-:12].[K+].[K+].S(OC)(OC)(=O)=O. (3) The reactants are: [CH3:1][O:2][C:3](=[O:15])[CH2:4][CH:5]1[C:14]2[C:9](=[CH:10][CH:11]=[CH:12][CH:13]=2)[CH2:8][CH2:7][NH:6]1.C(N(CC)CC)C.[Cl:23][C:24]1[CH:25]=[C:26]([S:31](Cl)(=[O:33])=[O:32])[CH:27]=[CH:28][C:29]=1[Cl:30].Cl. Given the product [Cl:23][C:24]1[CH:25]=[C:26]([S:31]([N:6]2[CH2:7][CH2:8][C:9]3[C:14](=[CH:13][CH:12]=[CH:11][CH:10]=3)[CH:5]2[CH2:4][C:3]([O:2][CH3:1])=[O:15])(=[O:32])=[O:33])[CH:27]=[CH:28][C:29]=1[Cl:30], predict the reactants needed to synthesize it. (4) The reactants are: [N:8]1(C([N:8]2[CH:12]=[CH:11][N:10]=[CH:9]2)=N)[CH:12]=[CH:11][N:10]=[CH:9]1.N[C:14]1[CH:19]=[CH:18]C(C)=C[C:15]=1[OH:21]. Given the product [O:21]1[C:15]2[CH:14]=[CH:19][CH:18]=[CH:12][C:11]=2[N:10]=[C:9]1[NH2:8], predict the reactants needed to synthesize it. (5) Given the product [NH2:8][C@@H:9]([C:32]([O:34][CH2:35][CH:36]=[CH2:37])=[O:33])[CH2:10][CH2:11][CH2:12][CH2:13][NH:14][C:15]([O:17][CH2:18][CH:19]1[C:31]2[C:26](=[CH:27][CH:28]=[CH:29][CH:30]=2)[C:25]2[C:20]1=[CH:21][CH:22]=[CH:23][CH:24]=2)=[O:16], predict the reactants needed to synthesize it. The reactants are: C(O)(C(F)(F)F)=O.[NH:8](C(OC(C)(C)C)=O)[C@@H:9]([C:32]([O:34][CH2:35][CH:36]=[CH2:37])=[O:33])[CH2:10][CH2:11][CH2:12][CH2:13][NH:14][C:15]([O:17][CH2:18][CH:19]1[C:31]2[C:26](=[CH:27][CH:28]=[CH:29][CH:30]=2)[C:25]2[C:20]1=[CH:21][CH:22]=[CH:23][CH:24]=2)=[O:16]. (6) Given the product [F:1][C:2]1[CH:3]=[CH:4][C:5]2[N:8]([C:10]([CH2:11][CH2:12][N:13]3[CH2:17][CH2:16][CH2:15][CH2:14]3)=[N:40][N:6]=2)[CH:7]=1, predict the reactants needed to synthesize it. The reactants are: [F:1][C:2]1[CH:3]=[CH:4][C:5]([N:8]([C:10](=O)[CH2:11][CH2:12][N:13]2[CH2:17][CH2:16][CH2:15][CH2:14]2)N)=[N:6][CH:7]=1.C1(P(C2C=CC=CC=2)C2C=CC=CC=2)C=CC=CC=1.C([N:40](CC)CC)C.ClC(Cl)(Cl)C(Cl)(Cl)Cl. (7) Given the product [F:1][C:2]1[CH:7]=[CH:6][C:5]([C:8](=[O:10])[CH3:9])=[C:4]([O:11][CH3:14])[CH:3]=1, predict the reactants needed to synthesize it. The reactants are: [F:1][C:2]1[CH:7]=[CH:6][C:5]([C:8](=[O:10])[CH3:9])=[C:4]([OH:11])[CH:3]=1.IC.[C:14](=O)([O-])[O-].[K+].[K+]. (8) Given the product [C:1]1([C:7]2[CH:8]=[CH:9][C:10]3[N:16]=[CH:15][C@@H:14]4[CH2:25][CH2:26][CH2:27][N:13]4[C:12](=[O:28])[C:11]=3[CH:29]=2)[CH:2]=[CH:3][CH:4]=[CH:5][CH:6]=1, predict the reactants needed to synthesize it. The reactants are: [C:1]1([C:7]2[CH:8]=[CH:9][C:10]3[N:16](C(OCC(Cl)(Cl)Cl)=O)[CH2:15][CH:14]4[CH2:25][CH2:26][CH2:27][N:13]4[C:12](=[O:28])[C:11]=3[CH:29]=2)[CH:6]=[CH:5][CH:4]=[CH:3][CH:2]=1.C([O-])(=O)C.[NH4+].C(OCC)(=O)C.